Dataset: Forward reaction prediction with 1.9M reactions from USPTO patents (1976-2016). Task: Predict the product of the given reaction. (1) Given the reactants ClC1C=CC(C(NC2C=CC(C)=C(I)C=2)=O)=CN=1.C(N[C@@H]1CCNC1)(OC(C)(C)C)=O.[C:32]([O:36][C:37]([N:39]1[CH2:44][CH2:43][N:42]([C:45]2[CH:50]=[CH:49][C:48]([C:51](=[O:61])[NH:52][C:53]3[CH:58]=[CH:57][C:56]([CH3:59])=[C:55]([I:60])[CH:54]=3)=[CH:47][N:46]=2)[CH2:41][CH2:40]1)=[O:38])([CH3:35])([CH3:34])[CH3:33], predict the reaction product. The product is: [C:32]([O:36][C:37](=[O:38])[NH:39][C@@H:40]1[CH2:44][CH2:43][N:42]([C:45]2[CH:50]=[CH:49][C:48]([C:51](=[O:61])[NH:52][C:53]3[CH:58]=[CH:57][C:56]([CH3:59])=[C:55]([I:60])[CH:54]=3)=[CH:47][N:46]=2)[CH2:41]1)([CH3:35])([CH3:34])[CH3:33]. (2) Given the reactants Cl[C:2]1[CH:3]=[C:4]([N:13]([C:23]2[CH:28]=[CH:27][C:26]([O:29][CH3:30])=[CH:25][N:24]=2)[CH2:14][C:15]2[CH:20]=[CH:19][C:18]([O:21][CH3:22])=[CH:17][CH:16]=2)[C:5]2[N:6]([C:8]([C:11]#[N:12])=[CH:9][N:10]=2)[N:7]=1.[NH2:31][C:32]1[CH:33]=[CH:34][C:35]([CH3:42])=[C:36]([NH:38][C:39](=[O:41])[CH3:40])[CH:37]=1.CC1(C)C2C(=C(P(C3C=CC=CC=3)C3C=CC=CC=3)C=CC=2)OC2C(P(C3C=CC=CC=3)C3C=CC=CC=3)=CC=CC1=2.C([O-])([O-])=O.[Cs+].[Cs+], predict the reaction product. The product is: [C:11]([C:8]1[N:6]2[N:7]=[C:2]([NH:31][C:32]3[CH:33]=[CH:34][C:35]([CH3:42])=[C:36]([NH:38][C:39](=[O:41])[CH3:40])[CH:37]=3)[CH:3]=[C:4]([N:13]([C:23]3[CH:28]=[CH:27][C:26]([O:29][CH3:30])=[CH:25][N:24]=3)[CH2:14][C:15]3[CH:20]=[CH:19][C:18]([O:21][CH3:22])=[CH:17][CH:16]=3)[C:5]2=[N:10][CH:9]=1)#[N:12]. (3) Given the reactants [CH3:1][S:2]([NH:5][CH2:6][C:7]1[CH:12]=[CH:11][C:10]([CH:13]([CH3:19])[C:14]([O:16]CC)=[O:15])=[CH:9][CH:8]=1)(=[O:4])=[O:3].[OH-].[Na+], predict the reaction product. The product is: [CH3:1][S:2]([NH:5][CH2:6][C:7]1[CH:12]=[CH:11][C:10]([CH:13]([CH3:19])[C:14]([OH:16])=[O:15])=[CH:9][CH:8]=1)(=[O:4])=[O:3]. (4) Given the reactants [NH2:1][C:2]1[CH:3]=[N:4][C:5]2[C:10]([C:11]=1[NH:12][C@@H:13]([CH3:23])[CH2:14][NH:15][C:16](=[O:22])[O:17][C:18]([CH3:21])([CH3:20])[CH3:19])=[CH:9][CH:8]=[CH:7][CH:6]=2.Cl.[Cl:25][CH2:26][C:27](=N)OCC, predict the reaction product. The product is: [Cl:25][CH2:26][C:27]1[N:12]([C@@H:13]([CH3:23])[CH2:14][NH:15][C:16](=[O:22])[O:17][C:18]([CH3:19])([CH3:21])[CH3:20])[C:11]2[C:10]3[CH:9]=[CH:8][CH:7]=[CH:6][C:5]=3[N:4]=[CH:3][C:2]=2[N:1]=1.